From a dataset of Reaction yield outcomes from USPTO patents with 853,638 reactions. Predict the reaction yield, written as a fraction of the theoretical maximum amount of product (1.0 means a 100% yield; for example, 0.34 means a 34% yield). The reactants are [CH2:1]([O:4][C:5]1[CH:10]=[CH:9][C:8]([C:11]2[O:15][N:14]=[C:13]([C:16]3[CH:17]=[CH:18][C:19]4[O:23][C:22]([C:24]5([NH:32]C(=O)OC(C)(C)C)[CH2:29][O:28]C(C)(C)[O:26][CH2:25]5)=[CH:21][C:20]=4[CH:40]=3)[N:12]=2)=[CH:7][C:6]=1[O:41][CH3:42])[CH2:2][CH3:3].ClC1C=C(C2ON=C(C3C=CC4OC(C5(NC(=O)OC(C)(C)C)COC(C)(C)OC5)=CC=4C=3)N=2)C=CC=1OCCC. No catalyst specified. The product is [NH2:32][C:24]([C:22]1[O:23][C:19]2[CH:18]=[CH:17][C:16]([C:13]3[N:12]=[C:11]([C:8]4[CH:9]=[CH:10][C:5]([O:4][CH2:1][CH2:2][CH3:3])=[C:6]([O:41][CH3:42])[CH:7]=4)[O:15][N:14]=3)=[CH:40][C:20]=2[CH:21]=1)([CH2:25][OH:26])[CH2:29][OH:28]. The yield is 0.570.